Dataset: Forward reaction prediction with 1.9M reactions from USPTO patents (1976-2016). Task: Predict the product of the given reaction. (1) Given the reactants [Mg].[CH:2](Br)([CH3:4])[CH3:3].[NH2:6][C:7]1[CH:14]=[CH:13][CH:12]=[CH:11][C:8]=1[C:9]#N.Cl.CC[O:18]CC, predict the reaction product. The product is: [CH:2]([C:9]([C:8]1[CH:11]=[CH:12][CH:13]=[CH:14][C:7]=1[NH2:6])=[O:18])([CH3:4])[CH3:3]. (2) The product is: [CH3:29][C:28]([CH3:31])([CH3:30])[C@H:23]([NH:22][C:12]([C:9]1[CH:8]=[C:7]([O:15][C@@H:16]([CH3:21])[C:17]([F:19])([F:20])[F:18])[C:6]([C:2]2([F:1])[CH2:5][O:4][CH2:3]2)=[CH:11][N:10]=1)=[O:13])[C:24]([NH:26][CH3:27])=[O:25]. Given the reactants [F:1][C:2]1([C:6]2[C:7]([O:15][C@@H:16]([CH3:21])[C:17]([F:20])([F:19])[F:18])=[CH:8][C:9]([C:12](O)=[O:13])=[N:10][CH:11]=2)[CH2:5][O:4][CH2:3]1.[NH2:22][C@@H:23]([C:28]([CH3:31])([CH3:30])[CH3:29])[C:24]([NH:26][CH3:27])=[O:25], predict the reaction product. (3) Given the reactants [F:1][C:2]([F:13])([F:12])[C:3]1[CH:8]=[CH:7][C:6]([S:9]([O-:11])=[O:10])=[CH:5][CH:4]=1.[Li+].Cl[CH2:16][C:17]1[N:18]=[C:19]([C:23]2[CH:32]=[CH:31][C:26]([C:27]([O:29][CH3:30])=[O:28])=[CH:25][CH:24]=2)[O:20][C:21]=1[CH3:22].C(=O)([O-])[O-].[K+].[K+], predict the reaction product. The product is: [CH3:22][C:21]1[O:20][C:19]([C:23]2[CH:32]=[CH:31][C:26]([C:27]([O:29][CH3:30])=[O:28])=[CH:25][CH:24]=2)=[N:18][C:17]=1[CH2:16][S:9]([C:6]1[CH:5]=[CH:4][C:3]([C:2]([F:1])([F:12])[F:13])=[CH:8][CH:7]=1)(=[O:11])=[O:10]. (4) Given the reactants O[C:2]1[C:11]2[C:6](=[CH:7][CH:8]=[C:9]([O:12][CH3:13])[CH:10]=2)[N:5]([CH3:14])[C:4](=[O:15])[C:3]=1[C:16]#[N:17].O=P(Cl)(Cl)[Cl:20], predict the reaction product. The product is: [Cl:20][C:2]1[C:11]2[C:6](=[CH:7][CH:8]=[C:9]([O:12][CH3:13])[CH:10]=2)[N:5]([CH3:14])[C:4](=[O:15])[C:3]=1[C:16]#[N:17]. (5) The product is: [CH3:1][C:2]1[C:6]([CH2:7][N:8]2[CH:12]=[C:11]([N:13]3[C:17](=[O:18])[C:16]([CH3:19])([CH3:20])[N:15]([CH2:24][CH2:25][C:26]4[CH:31]=[CH:30][C:29]([O:32][CH3:33])=[CH:28][CH:27]=4)[C:14]3=[O:21])[CH:10]=[N:9]2)=[C:5]([CH3:22])[O:4][N:3]=1. Given the reactants [CH3:1][C:2]1[C:6]([CH2:7][N:8]2[CH:12]=[C:11]([N:13]3[C:17](=[O:18])[C:16]([CH3:20])([CH3:19])[NH:15][C:14]3=[O:21])[CH:10]=[N:9]2)=[C:5]([CH3:22])[O:4][N:3]=1.Br[CH2:24][CH2:25][C:26]1[CH:31]=[CH:30][C:29]([O:32][CH3:33])=[CH:28][CH:27]=1, predict the reaction product. (6) Given the reactants [CH3:1][O:2][C:3]1[CH:4]=[C:5]2[C:10](=[CH:11][C:12]=1[O:13][CH2:14][CH2:15][CH2:16][N:17]1[CH2:22][CH2:21][CH2:20][CH2:19][CH2:18]1)[N:9]=[CH:8][NH:7][C:6]2=O.CN(C=O)C.S(Cl)([Cl:31])=O, predict the reaction product. The product is: [Cl:31][C:6]1[C:5]2[C:10](=[CH:11][C:12]([O:13][CH2:14][CH2:15][CH2:16][N:17]3[CH2:22][CH2:21][CH2:20][CH2:19][CH2:18]3)=[C:3]([O:2][CH3:1])[CH:4]=2)[N:9]=[CH:8][N:7]=1. (7) Given the reactants C([O:8][C:9]1[CH:14]=[C:13]([C:15]2[CH:20]=[CH:19][CH:18]=[CH:17][C:16]=2C(C)(C)C)[CH:12]=[CH:11][N:10]=1)C1C=CC=CC=1.Br[CH2:26][C:27]#[N:28], predict the reaction product. The product is: [C:13]([C:18]1[CH:17]=[CH:16][C:15]([C:13]2[CH:12]=[CH:11][N:10]([CH2:26][C:27]#[N:28])[C:9](=[O:8])[CH:14]=2)=[CH:20][CH:19]=1)([CH3:15])([CH3:14])[CH3:12].